This data is from Forward reaction prediction with 1.9M reactions from USPTO patents (1976-2016). The task is: Predict the product of the given reaction. (1) Given the reactants Cl.[NH2:2][C@H:3]1[CH2:8][CH2:7][C@H:6]([NH:9][C:10]([C:12]2[C:16]3=[N:17][CH:18]=[CH:19][C:20]([C:21]4[CH:26]=[CH:25][C:24]([F:27])=[CH:23][C:22]=4[O:28][CH2:29][CH:30]4[CH2:32][CH2:31]4)=[C:15]3[NH:14][C:13]=2[CH3:33])=[O:11])[CH2:5][CH2:4]1.C([O:37][CH2:38][C:39](Cl)=[O:40])(=O)C, predict the reaction product. The product is: [CH:30]1([CH2:29][O:28][C:22]2[CH:23]=[C:24]([F:27])[CH:25]=[CH:26][C:21]=2[C:20]2[CH:19]=[CH:18][N:17]=[C:16]3[C:12]([C:10]([NH:9][C@H:6]4[CH2:7][CH2:8][C@H:3]([NH:2][C:38](=[O:37])[CH2:39][OH:40])[CH2:4][CH2:5]4)=[O:11])=[C:13]([CH3:33])[NH:14][C:15]=23)[CH2:31][CH2:32]1. (2) Given the reactants [CH2:1]([O:4][C:5]1[CH:12]=[CH:11][C:8]([CH:9]=O)=[CH:7][CH:6]=1)[CH2:2][CH3:3].[CH3:13][C:14]([C:16]1[CH:21]=[CH:20][CH:19]=[C:18]([O:22][CH3:23])[CH:17]=1)=[O:15].[OH-].[Na+], predict the reaction product. The product is: [CH2:1]([O:4][C:5]1[CH:12]=[CH:11][C:8](/[CH:9]=[CH:13]/[C:14]([C:16]2[CH:21]=[CH:20][CH:19]=[C:18]([O:22][CH3:23])[CH:17]=2)=[O:15])=[CH:7][CH:6]=1)[CH2:2][CH3:3].